This data is from NCI-60 drug combinations with 297,098 pairs across 59 cell lines. The task is: Regression. Given two drug SMILES strings and cell line genomic features, predict the synergy score measuring deviation from expected non-interaction effect. (1) Drug 1: CS(=O)(=O)C1=CC(=C(C=C1)C(=O)NC2=CC(=C(C=C2)Cl)C3=CC=CC=N3)Cl. Drug 2: CN(CCCl)CCCl.Cl. Cell line: A549. Synergy scores: CSS=33.3, Synergy_ZIP=-8.00, Synergy_Bliss=-2.50, Synergy_Loewe=-8.75, Synergy_HSA=-3.88. (2) Drug 1: COC1=CC(=CC(=C1O)OC)C2C3C(COC3=O)C(C4=CC5=C(C=C24)OCO5)OC6C(C(C7C(O6)COC(O7)C8=CC=CS8)O)O. Drug 2: CC1CCC2CC(C(=CC=CC=CC(CC(C(=O)C(C(C(=CC(C(=O)CC(OC(=O)C3CCCCN3C(=O)C(=O)C1(O2)O)C(C)CC4CCC(C(C4)OC)OCCO)C)C)O)OC)C)C)C)OC. Cell line: KM12. Synergy scores: CSS=30.7, Synergy_ZIP=-6.32, Synergy_Bliss=-3.20, Synergy_Loewe=-0.517, Synergy_HSA=0.369. (3) Drug 1: C1=C(C(=O)NC(=O)N1)F. Drug 2: CCC1(C2=C(COC1=O)C(=O)N3CC4=CC5=C(C=CC(=C5CN(C)C)O)N=C4C3=C2)O.Cl. Cell line: U251. Synergy scores: CSS=52.8, Synergy_ZIP=-15.6, Synergy_Bliss=-9.76, Synergy_Loewe=-9.13, Synergy_HSA=-5.71. (4) Drug 1: CC1=C2C(C(=O)C3(C(CC4C(C3C(C(C2(C)C)(CC1OC(=O)C(C(C5=CC=CC=C5)NC(=O)OC(C)(C)C)O)O)OC(=O)C6=CC=CC=C6)(CO4)OC(=O)C)OC)C)OC. Drug 2: C1=NC2=C(N=C(N=C2N1C3C(C(C(O3)CO)O)F)Cl)N. Cell line: COLO 205. Synergy scores: CSS=75.5, Synergy_ZIP=3.80, Synergy_Bliss=2.06, Synergy_Loewe=-1.17, Synergy_HSA=6.78. (5) Drug 1: CC1=C2C(C(=O)C3(C(CC4C(C3C(C(C2(C)C)(CC1OC(=O)C(C(C5=CC=CC=C5)NC(=O)OC(C)(C)C)O)O)OC(=O)C6=CC=CC=C6)(CO4)OC(=O)C)OC)C)OC. Drug 2: CC1CCC2CC(C(=CC=CC=CC(CC(C(=O)C(C(C(=CC(C(=O)CC(OC(=O)C3CCCCN3C(=O)C(=O)C1(O2)O)C(C)CC4CCC(C(C4)OC)OCCO)C)C)O)OC)C)C)C)OC. Cell line: OVCAR-4. Synergy scores: CSS=43.1, Synergy_ZIP=-4.56, Synergy_Bliss=-2.51, Synergy_Loewe=2.70, Synergy_HSA=5.21. (6) Drug 1: C1CCN(CC1)CCOC2=CC=C(C=C2)C(=O)C3=C(SC4=C3C=CC(=C4)O)C5=CC=C(C=C5)O. Drug 2: CN(C(=O)NC(C=O)C(C(C(CO)O)O)O)N=O. Cell line: SF-268. Synergy scores: CSS=5.22, Synergy_ZIP=2.65, Synergy_Bliss=8.77, Synergy_Loewe=-0.943, Synergy_HSA=1.63.